Dataset: Reaction yield outcomes from USPTO patents with 853,638 reactions. Task: Predict the reaction yield, written as a fraction of the theoretical maximum amount of product (1.0 means a 100% yield; for example, 0.34 means a 34% yield). (1) The reactants are [CH:1]([Li])([CH2:3]C)[CH3:2].CO[N:8]([CH3:14])[C:9](=O)[CH2:10][CH2:11][CH3:12].FC(F)(F)C(O)=O.[CH2:22]1[CH2:26][O:25][CH2:24][CH2:23]1. The catalyst is ClCCl. The product is [CH3:24][O:25][C:26]1[CH:12]=[C:11]2[C:14](=[CH:23][CH:22]=1)[NH:8][C:9]([CH2:2][CH2:1][CH3:3])=[CH:10]2. The yield is 0.680. (2) The reactants are [Cl:1][C:2]1[S:6][C:5]([C:7](=O)[C:8]([C:13]2[CH:18]=[CH:17][N:16]=[C:15]([Cl:19])[CH:14]=2)=[CH:9][N:10](C)C)=[CH:4][CH:3]=1.O.[NH2:22]N. The catalyst is C(O)C. The product is [Cl:19][C:15]1[CH:14]=[C:13]([C:8]2[C:7]([C:5]3[S:6][C:2]([Cl:1])=[CH:3][CH:4]=3)=[N:22][NH:10][CH:9]=2)[CH:18]=[CH:17][N:16]=1. The yield is 0.950. (3) The reactants are C(O)(C(F)(F)F)=O.[F:8][C:9]1[CH:10]=[C:11]([NH:19][C:20]([C@H:22]2[C:31]3[C:26](=[CH:27][C:28]([O:32][CH3:33])=[CH:29][CH:30]=3)[CH2:25][CH2:24][N:23]2C(OC(C)(C)C)=O)=[O:21])[CH:12]=[CH:13][C:14]=1[Si:15]([CH3:18])([CH3:17])[CH3:16].C(=O)([O-])O.[Na+]. No catalyst specified. The product is [F:8][C:9]1[CH:10]=[C:11]([NH:19][C:20]([C@H:22]2[C:31]3[C:26](=[CH:27][C:28]([O:32][CH3:33])=[CH:29][CH:30]=3)[CH2:25][CH2:24][NH:23]2)=[O:21])[CH:12]=[CH:13][C:14]=1[Si:15]([CH3:17])([CH3:16])[CH3:18]. The yield is 0.840. (4) The reactants are [N:1]1[CH:6]=[CH:5][CH:4]=[C:3]([C:7]2[CH:15]=[CH:14][C:10]([C:11]([OH:13])=[O:12])=[CH:9][CH:8]=2)[CH:2]=1.C1C=C(Cl)C=C(C(OO)=[O:24])C=1. The catalyst is C1COCC1. The product is [O-:24][N+:1]1[CH:6]=[CH:5][CH:4]=[C:3]([C:7]2[CH:15]=[CH:14][C:10]([C:11]([OH:13])=[O:12])=[CH:9][CH:8]=2)[CH:2]=1. The yield is 0.860. (5) The reactants are Br[C:2]1[CH:10]=[C:9]2[C:5]([C:6](=[O:21])[N:7]([C:11]3[CH:16]=[CH:15][C:14]([C:17]([F:20])([F:19])[F:18])=[CH:13][CH:12]=3)[NH:8]2)=[CH:4][CH:3]=1.[Li+].[Cl-].O1[CH2:29][CH2:28]OCC1. The catalyst is C1(P([Pd-3](Cl)(Cl)(P(C2C=CC=CC=2)C2C=CC=CC=2)[C-]2C=CC=C2)C2C=CC=CC=2)C=CC=CC=1.[CH-]1C=CC=C1.[Fe+2].[Cu]I. The product is [CH3:4][C:5]1[C:6]([C:2]2[CH:10]=[C:9]3[C:5]([C:6](=[O:21])[N:7]([C:11]4[CH:16]=[CH:15][C:14]([C:17]([F:20])([F:19])[F:18])=[CH:13][CH:12]=4)[NH:8]3)=[CH:4][CH:3]=2)=[N:7][CH:11]=[CH:28][CH:29]=1. The yield is 0.540. (6) The reactants are CO[C:3]12[CH2:10][CH2:9][CH:6]([CH2:7][CH2:8]1)[CH2:5][CH2:4]2.C([Br:14])(=O)C. The catalyst is O. The product is [Br:14][C:3]12[CH2:10][CH2:9][CH:6]([CH2:7][CH2:8]1)[CH2:5][CH2:4]2. The yield is 0.750.